From a dataset of Catalyst prediction with 721,799 reactions and 888 catalyst types from USPTO. Predict which catalyst facilitates the given reaction. (1) Reactant: [C:1]([OH:6])(=[O:5])/[CH:2]=[CH:3]/[CH3:4].[CH3:7][Si:8]([CH3:11])([CH3:10])Cl.N1C=CC=CC=1. Product: [C:1]([O:6][Si:8]([CH3:11])([CH3:10])[CH3:7])(=[O:5])/[CH:2]=[CH:3]/[CH3:4]. The catalyst class is: 27. (2) Reactant: Br[CH2:2][CH2:3][N:4]1[C:8](=[O:9])[CH2:7][S:6][C:5]1=[O:10].[CH3:11][NH:12][CH3:13].O. Product: [CH3:11][N:12]([CH3:13])[CH2:2][CH2:3][N:4]1[C:8](=[O:9])[CH2:7][S:6][C:5]1=[O:10]. The catalyst class is: 3. (3) Reactant: [Cl:1][C:2]1[CH:7]=[CH:6][C:5]([CH2:8][C:9]([OH:11])=O)=[CH:4][N:3]=1.[F:12][C:13]1[CH:14]=[C:15]([CH:18]=[CH:19][CH:20]=1)[CH2:16][NH2:17].C1CN([P+](ON2N=NC3C=CC=CC2=3)(N2CCCC2)N2CCCC2)CC1.F[P-](F)(F)(F)(F)F.CCN(C(C)C)C(C)C. Product: [ClH:1].[Cl:1][C:2]1[N:3]=[CH:4][C:5]([CH2:8][C:9]([NH:17][CH2:16][C:15]2[CH:18]=[CH:19][CH:20]=[C:13]([F:12])[CH:14]=2)=[O:11])=[CH:6][CH:7]=1. The catalyst class is: 18. (4) Reactant: Cl[C:2]1[C:7]([CH:8]=[O:9])=[C:6]([Cl:10])[N:5]=[CH:4][N:3]=1.Cl.[CH3:12][O:13][C:14]1[CH:29]=[CH:28][C:17]([CH2:18][NH:19][CH2:20][CH2:21][CH2:22][CH2:23][C:24]([O:26][CH3:27])=[O:25])=[CH:16][CH:15]=1.P([O-])([O-])([O-])=O.[K+].[K+].[K+]. Product: [Cl:10][C:6]1[N:5]=[CH:4][N:3]=[C:2]([N:19]([CH2:18][C:17]2[CH:28]=[CH:29][C:14]([O:13][CH3:12])=[CH:15][CH:16]=2)[CH2:20][CH2:21][CH2:22][CH2:23][C:24]([O:26][CH3:27])=[O:25])[C:7]=1[CH:8]=[O:9]. The catalyst class is: 10.